From a dataset of NCI-60 drug combinations with 297,098 pairs across 59 cell lines. Regression. Given two drug SMILES strings and cell line genomic features, predict the synergy score measuring deviation from expected non-interaction effect. (1) Drug 1: CC(CN1CC(=O)NC(=O)C1)N2CC(=O)NC(=O)C2. Drug 2: C1=CN(C=N1)CC(O)(P(=O)(O)O)P(=O)(O)O. Cell line: SK-MEL-2. Synergy scores: CSS=14.6, Synergy_ZIP=-6.76, Synergy_Bliss=-4.88, Synergy_Loewe=-5.48, Synergy_HSA=-4.94. (2) Drug 1: CN1CCC(CC1)COC2=C(C=C3C(=C2)N=CN=C3NC4=C(C=C(C=C4)Br)F)OC. Drug 2: CN(C(=O)NC(C=O)C(C(C(CO)O)O)O)N=O. Cell line: K-562. Synergy scores: CSS=35.3, Synergy_ZIP=-4.27, Synergy_Bliss=-4.73, Synergy_Loewe=-28.5, Synergy_HSA=-3.87.